Predict the product of the given reaction. From a dataset of Forward reaction prediction with 1.9M reactions from USPTO patents (1976-2016). The product is: [ClH:34].[C:28]1([C:25]2[CH:26]=[N:27][C:22]3=[N:21][N:5]4[C:6]([CH:8]5[CH2:13][CH2:12][NH:11][CH2:10][CH2:9]5)=[CH:7][C:2](=[O:1])[NH:3][C:4]4=[C:23]3[CH:24]=2)[CH:33]=[CH:32][CH:31]=[CH:30][CH:29]=1. Given the reactants [O:1]=[C:2]1[CH:7]=[C:6]([CH:8]2[CH2:13][CH2:12][N:11](C(OC(C)(C)C)=O)[CH2:10][CH2:9]2)[N:5]2[N:21]=[C:22]3[N:27]=[CH:26][C:25]([C:28]4[CH:33]=[CH:32][CH:31]=[CH:30][CH:29]=4)=[CH:24][C:23]3=[C:4]2[NH:3]1.[ClH:34], predict the reaction product.